Dataset: NCI-60 drug combinations with 297,098 pairs across 59 cell lines. Task: Regression. Given two drug SMILES strings and cell line genomic features, predict the synergy score measuring deviation from expected non-interaction effect. (1) Cell line: UACC62. Drug 1: C(CN)CNCCSP(=O)(O)O. Drug 2: CC1C(C(CC(O1)OC2CC(CC3=C2C(=C4C(=C3O)C(=O)C5=CC=CC=C5C4=O)O)(C(=O)C)O)N)O. Synergy scores: CSS=61.1, Synergy_ZIP=-0.574, Synergy_Bliss=1.83, Synergy_Loewe=-61.5, Synergy_HSA=1.10. (2) Drug 1: CN1CCC(CC1)COC2=C(C=C3C(=C2)N=CN=C3NC4=C(C=C(C=C4)Br)F)OC. Drug 2: C1CN(P(=O)(OC1)NCCCl)CCCl. Cell line: U251. Synergy scores: CSS=2.04, Synergy_ZIP=-1.64, Synergy_Bliss=-3.34, Synergy_Loewe=-17.4, Synergy_HSA=-2.79.